Dataset: Full USPTO retrosynthesis dataset with 1.9M reactions from patents (1976-2016). Task: Predict the reactants needed to synthesize the given product. The reactants are: [F:1][C:2]1[CH:3]=[CH:4][C:5]([C:26]2[C:31]([CH3:32])=[CH:30][C:29]([OH:33])=[CH:28][C:27]=2[CH3:34])=[C:6]2[C:10]=1[C@H:9]([O:11][C:12]1[CH:25]=[CH:24][C:15]3[C@H:16]([CH2:19][C:20]([O:22][CH3:23])=[O:21])[CH2:17][O:18][C:14]=3[CH:13]=1)[CH2:8][CH2:7]2.Cl.Cl[CH2:37][C:38]1[N:42]([CH3:43])[N:41]=[CH:40][CH:39]=1.C(=O)([O-])[O-].[K+].[K+]. Given the product [CH3:34][C:27]1[CH:28]=[C:29]([O:33][CH2:37][C:38]2[N:42]([CH3:43])[N:41]=[CH:40][CH:39]=2)[CH:30]=[C:31]([CH3:32])[C:26]=1[C:5]1[CH:4]=[CH:3][C:2]([F:1])=[C:10]2[C:6]=1[CH2:7][CH2:8][C@H:9]2[O:11][C:12]1[CH:25]=[CH:24][C:15]2[C@H:16]([CH2:19][C:20]([O:22][CH3:23])=[O:21])[CH2:17][O:18][C:14]=2[CH:13]=1, predict the reactants needed to synthesize it.